Dataset: Catalyst prediction with 721,799 reactions and 888 catalyst types from USPTO. Task: Predict which catalyst facilitates the given reaction. (1) Reactant: [CH3:1][C:2]1[CH:9]=[CH:8][C:5]([C:6]#[N:7])=[CH:4][C:3]=1[C:10]([F:13])([F:12])[F:11].[Br:14]N1C(=O)CCC1=O.C(OOC(=O)C1C=CC=CC=1)(=O)C1C=CC=CC=1.O. Product: [Br:14][CH2:1][C:2]1[CH:9]=[CH:8][C:5]([C:6]#[N:7])=[CH:4][C:3]=1[C:10]([F:11])([F:12])[F:13]. The catalyst class is: 53. (2) Reactant: C(O)(=O)C.O[C@@H]([C@H]1C(=O)N2C(C([O-])=O)=C(C3SC4=C(C(=O)CC)N=CN4C=3)[C@H](C)[C@H]12)C.[Na+].[Si]([NH:40][S:41]([C:44]1[N:45]=[CH:46][N:47]2[CH:51]=[C:50]([C:52]3[C@H:53]([CH3:76])[C@@H:54]4[C@@H:71]([C@H:72]([OH:74])[CH3:73])[C:70](=[O:75])[N:55]4[C:56]=3[C:57]([O:59][CH2:60][C:61]3[CH:66]=[CH:65][C:64]([N+:67]([O-:69])=[O:68])=[CH:63][CH:62]=3)=[O:58])[S:49][C:48]=12)(=[O:43])=[O:42])(C(C)(C)C)(C)C.C(=O)([O-])O.[Na+]. Product: [OH:74][C@@H:72]([C@H:71]1[C:70](=[O:75])[N:55]2[C:56]([C:57]([O:59][CH2:60][C:61]3[CH:62]=[CH:63][C:64]([N+:67]([O-:69])=[O:68])=[CH:65][CH:66]=3)=[O:58])=[C:52]([C:50]3[S:49][C:48]4=[C:44]([S:41](=[O:43])(=[O:42])[NH2:40])[N:45]=[CH:46][N:47]4[CH:51]=3)[C@H:53]([CH3:76])[C@H:54]12)[CH3:73]. The catalyst class is: 1. (3) Reactant: [OH:1][C:2]1[CH:3]=[CH:4][C:5]([CH:8]=[C:9]2[NH:14][C:13](=[O:15])[C:12](=[CH:16][CH2:17][C:18]3[CH:23]=[CH:22][CH:21]=[CH:20]C=3)[NH:11][C:10]2=[O:24])=[N:6][CH:7]=1.Br[CH2:26][C:27]1[CH:32]=[CH:31][N:30]=[CH:29][CH:28]=1.C(=O)([O-])[O-].[Na+].[Na+]. Product: [CH:16](=[C:12]1[NH:11][C:10](=[O:24])[C:9](=[CH:8][C:5]2[CH:4]=[CH:3][C:2]([O:1][CH2:26][C:27]3[CH:32]=[CH:31][N:30]=[CH:29][CH:28]=3)=[CH:7][N:6]=2)[NH:14][C:13]1=[O:15])[C:17]1[CH:18]=[CH:23][CH:22]=[CH:21][CH:20]=1. The catalyst class is: 3. (4) Reactant: Cl[CH2:2][C:3]1[N:4]=[C:5]([C:9]2[CH:14]=[CH:13][CH:12]=[CH:11][CH:10]=2)[O:6][C:7]=1[CH3:8].[CH3:15][C:16]1[CH:21]=[CH:20][C:19]([OH:22])=[CH:18][C:17]=1[N+:23]([O-:25])=[O:24].C([O-])([O-])=O.[K+].[K+]. Product: [CH3:8][C:7]1[O:6][C:5]([C:9]2[CH:14]=[CH:13][CH:12]=[CH:11][CH:10]=2)=[N:4][C:3]=1[CH2:2][O:22][C:19]1[CH:20]=[CH:21][C:16]([CH3:15])=[C:17]([N+:23]([O-:25])=[O:24])[CH:18]=1. The catalyst class is: 3. (5) Reactant: [OH:1][C@H:2]1[CH2:6][NH:5][C@H:4]([C:7]([OH:9])=[O:8])[CH2:3]1.C(=O)(O)[O-].[Na+].O.[CH:16]1[C:28]2[CH:27]([CH2:29][O:30][C:31]([CH:29]([CH:27]3[C:28]4[C:20](=[CH:19][CH:18]=[CH:17][CH:16]=4)[C:21]4[C:26]3=[CH:25][CH:24]=[CH:23][CH:22]=4)[O:30][C:31](Cl)=[O:32])=[O:32])[C:26]3[C:21](=[CH:22][CH:23]=[CH:24][CH:25]=3)[C:20]=2[CH:19]=[CH:18][CH:17]=1. Product: [CH:16]1[C:28]2[CH:27]([CH2:29][O:30][C:31]([N:5]3[CH2:6][C@H:2]([OH:1])[CH2:3][C@H:4]3[C:7]([OH:9])=[O:8])=[O:32])[C:26]3[C:21](=[CH:22][CH:23]=[CH:24][CH:25]=3)[C:20]=2[CH:19]=[CH:18][CH:17]=1. The catalyst class is: 7. (6) Reactant: [NH2:1][C:2]1[C:3]([CH3:8])=[CH:4][CH:5]=[CH:6][CH:7]=1.Br[CH2:10][C:11]([O:13][CH3:14])=[O:12].C(=O)([O-])[O-].[K+].[K+].O. Product: [C:3]1([CH3:8])[C:2]([NH:1][CH2:10][C:11]([O:13][CH3:14])=[O:12])=[CH:7][CH:6]=[CH:5][CH:4]=1. The catalyst class is: 9. (7) Reactant: Cl.[Br:2][C:3]1[CH:4]=[N:5][N:6]([CH:8]2[CH2:13][CH2:12][NH:11][CH2:10][CH2:9]2)[CH:7]=1.[C:14](OC(=O)C)(=[O:16])[CH3:15]. Product: [Br:2][C:3]1[CH:4]=[N:5][N:6]([CH:8]2[CH2:13][CH2:12][N:11]([C:14](=[O:16])[CH3:15])[CH2:10][CH2:9]2)[CH:7]=1. The catalyst class is: 17. (8) Reactant: O.NN.[Cl:4][C:5]1[CH:6]=[C:7]([C:17](=O)[C:18]([OH:20])=[O:19])[CH:8]=[CH:9][C:10]=1[S:11][CH:12]1[CH2:16][CH2:15][CH2:14][CH2:13]1.[OH-].[K+].O. Product: [Cl:4][C:5]1[CH:6]=[C:7]([CH2:17][C:18]([OH:20])=[O:19])[CH:8]=[CH:9][C:10]=1[S:11][CH:12]1[CH2:16][CH2:15][CH2:14][CH2:13]1. The catalyst class is: 27. (9) Reactant: [Cl:1][C:2]1[CH:7]=[CH:6][CH:5]=[CH:4][C:3]=1[C:8]1[N:12]([C:13]2[C:20]3[S:19][C:18]([NH2:21])=[N:17][C:16]=3[NH:15][N:14]=2)[CH:11]=[N:10][CH:9]=1.Br[C:23]1[O:24][C:25]([N+:28]([O-:30])=[O:29])=[CH:26][CH:27]=1.[H-].[Na+]. Product: [Cl:1][C:2]1[CH:7]=[CH:6][CH:5]=[CH:4][C:3]=1[C:8]1[N:12]([C:13]2[C:20]3[S:19][C:18]([NH:21][C:23]4[O:24][C:25]([N+:28]([O-:30])=[O:29])=[CH:26][CH:27]=4)=[N:17][C:16]=3[NH:15][N:14]=2)[CH:11]=[N:10][CH:9]=1. The catalyst class is: 16.